From a dataset of Forward reaction prediction with 1.9M reactions from USPTO patents (1976-2016). Predict the product of the given reaction. (1) Given the reactants [C:1]1([CH2:7][CH2:8][CH2:9][CH2:10][NH2:11])[CH:6]=[CH:5][CH:4]=[CH:3][CH:2]=1.Cl[CH2:13][C:14]1[CH:22]=[CH:21][C:17]([C:18](Cl)=[O:19])=[CH:16][CH:15]=1.[CH:23]1([CH2:28][CH2:29][C:30](Cl)=[O:31])[CH2:27][CH2:26][CH2:25][CH2:24]1.C(O)(=O)C.[NH2:37][CH2:38][C:39]1[CH:51]=[CH:50][C:42]2[O:43]C(C)(C)[O:45][C:46](=[O:47])[C:41]=2[CH:40]=1, predict the reaction product. The product is: [CH:23]1([CH2:28][CH2:29][C:30]([N:37]([CH2:38][C:39]2[CH:51]=[CH:50][C:42]([OH:43])=[C:41]([CH:40]=2)[C:46]([OH:47])=[O:45])[CH2:13][C:14]2[CH:22]=[CH:21][C:17]([C:18]([NH:11][CH2:10][CH2:9][CH2:8][CH2:7][C:1]3[CH:6]=[CH:5][CH:4]=[CH:3][CH:2]=3)=[O:19])=[CH:16][CH:15]=2)=[O:31])[CH2:27][CH2:26][CH2:25][CH2:24]1. (2) Given the reactants Br[C:2]1[C:7]([N+:8]([O-:10])=[O:9])=[CH:6][C:5]([F:11])=[CH:4][N:3]=1.[CH2:12]([Sn](CCCC)(CCCC)C=C)[CH2:13]CC.O, predict the reaction product. The product is: [F:11][C:5]1[CH:6]=[C:7]([N+:8]([O-:10])=[O:9])[C:2]([CH:12]=[CH2:13])=[N:3][CH:4]=1. (3) Given the reactants [F:1][C:2]1[C:3](I)=[CH:4][CH:5]=[C:6]2[C:10]=1[N:9]([CH3:11])[C:8](=[O:12])[C:7]2([CH3:14])[CH3:13].[N:16]1[CH:21]=[CH:20][C:19](B(O)O)=[CH:18][CH:17]=1, predict the reaction product. The product is: [F:1][C:2]1[C:3]([C:19]2[CH:20]=[CH:21][N:16]=[CH:17][CH:18]=2)=[CH:4][CH:5]=[C:6]2[C:10]=1[N:9]([CH3:11])[C:8](=[O:12])[C:7]2([CH3:14])[CH3:13]. (4) Given the reactants [Br:1][C:2]1[CH:3]=[C:4]([CH:7]=[C:8]2[C:16]3[C:11](=[CH:12][CH:13]=[CH:14][CH:15]=3)[C:10](=O)[O:9]2)[S:5][CH:6]=1.O.[NH2:19][NH2:20], predict the reaction product. The product is: [Br:1][C:2]1[CH:3]=[C:4]([CH2:7][C:8]2[C:16]3[C:11](=[CH:12][CH:13]=[CH:14][CH:15]=3)[C:10](=[O:9])[NH:20][N:19]=2)[S:5][CH:6]=1. (5) Given the reactants [Br:1][C:2]1[NH:10][C:9]2[C:8](=[O:11])[NH:7][CH:6]=[N:5][C:4]=2[C:3]=1[C:12]#[N:13].C(N(C(C)C)CC)(C)C.Br[CH2:24][CH:25]=[C:26]([CH3:28])[CH3:27], predict the reaction product. The product is: [Br:1][C:2]1[N:10]([CH2:24][CH:25]=[C:26]([CH3:28])[CH3:27])[C:9]2[C:8](=[O:11])[NH:7][CH:6]=[N:5][C:4]=2[C:3]=1[C:12]#[N:13]. (6) Given the reactants Cl.[F:2][C:3]1([F:8])[CH2:7][CH2:6][NH:5][CH2:4]1.Br[CH2:10][CH2:11][NH:12][C:13](=[O:19])[O:14][C:15]([CH3:18])([CH3:17])[CH3:16].C(N(CC)C(C)C)(C)C, predict the reaction product. The product is: [F:2][C:3]1([F:8])[CH2:7][CH2:6][N:5]([CH2:10][CH2:11][NH:12][C:13](=[O:19])[O:14][C:15]([CH3:18])([CH3:17])[CH3:16])[CH2:4]1. (7) Given the reactants C1([NH:7][C:8]([C:10]2[C:11](=[O:29])[N:12]([CH2:21][C:22]3[CH:27]=[CH:26][C:25]([F:28])=[CH:24][CH:23]=3)[C:13]3[C:18]([C:19]=2O)=[CH:17][CH:16]=[CH:15][CH:14]=3)=O)CCCCC1.P(Cl)(Cl)([Cl:32])=O, predict the reaction product. The product is: [Cl:32][C:19]1[C:18]2[C:13](=[CH:14][CH:15]=[CH:16][CH:17]=2)[N:12]([CH2:21][C:22]2[CH:27]=[CH:26][C:25]([F:28])=[CH:24][CH:23]=2)[C:11](=[O:29])[C:10]=1[C:8]#[N:7].